The task is: Predict the reactants needed to synthesize the given product.. This data is from Full USPTO retrosynthesis dataset with 1.9M reactions from patents (1976-2016). Given the product [N:1]1[CH:6]=[CH:5][CH:4]=[C:3]([C:7]2[N:23]=[C:10]3[CH:11]=[C:12]([NH2:15])[CH:13]=[CH:14][N:9]3[N:8]=2)[CH:2]=1, predict the reactants needed to synthesize it. The reactants are: [N:1]1[CH:6]=[CH:5][CH:4]=[C:3]([C:7]2[N:23]=[C:10]3[CH:11]=[C:12]([NH:15]C(=O)OC(C)(C)C)[CH:13]=[CH:14][N:9]3[N:8]=2)[CH:2]=1.Cl.